Regression. Given two drug SMILES strings and cell line genomic features, predict the synergy score measuring deviation from expected non-interaction effect. From a dataset of NCI-60 drug combinations with 297,098 pairs across 59 cell lines. (1) Drug 1: CC1C(C(=O)NC(C(=O)N2CCCC2C(=O)N(CC(=O)N(C(C(=O)O1)C(C)C)C)C)C(C)C)NC(=O)C3=C4C(=C(C=C3)C)OC5=C(C(=O)C(=C(C5=N4)C(=O)NC6C(OC(=O)C(N(C(=O)CN(C(=O)C7CCCN7C(=O)C(NC6=O)C(C)C)C)C)C(C)C)C)N)C. Drug 2: C1=NC2=C(N=C(N=C2N1C3C(C(C(O3)CO)O)F)Cl)N. Cell line: SK-MEL-5. Synergy scores: CSS=11.5, Synergy_ZIP=-3.94, Synergy_Bliss=0.206, Synergy_Loewe=-5.60, Synergy_HSA=1.58. (2) Drug 1: CCC1=CC2CC(C3=C(CN(C2)C1)C4=CC=CC=C4N3)(C5=C(C=C6C(=C5)C78CCN9C7C(C=CC9)(C(C(C8N6C)(C(=O)OC)O)OC(=O)C)CC)OC)C(=O)OC.C(C(C(=O)O)O)(C(=O)O)O. Synergy scores: CSS=63.4, Synergy_ZIP=-7.21, Synergy_Bliss=-5.43, Synergy_Loewe=-13.3, Synergy_HSA=-2.49. Drug 2: C1=CC(=CC=C1CCCC(=O)O)N(CCCl)CCCl. Cell line: K-562. (3) Drug 1: CC12CCC(CC1=CCC3C2CCC4(C3CC=C4C5=CN=CC=C5)C)O. Drug 2: C1=CC(=C2C(=C1NCCNCCO)C(=O)C3=C(C=CC(=C3C2=O)O)O)NCCNCCO. Cell line: NCI/ADR-RES. Synergy scores: CSS=3.96, Synergy_ZIP=-4.62, Synergy_Bliss=-5.15, Synergy_Loewe=-5.42, Synergy_HSA=-4.65. (4) Drug 1: CC1OCC2C(O1)C(C(C(O2)OC3C4COC(=O)C4C(C5=CC6=C(C=C35)OCO6)C7=CC(=C(C(=C7)OC)O)OC)O)O. Drug 2: CC1=CC=C(C=C1)C2=CC(=NN2C3=CC=C(C=C3)S(=O)(=O)N)C(F)(F)F. Cell line: SN12C. Synergy scores: CSS=39.1, Synergy_ZIP=-3.70, Synergy_Bliss=2.15, Synergy_Loewe=-17.9, Synergy_HSA=2.77.